Predict the reaction yield, written as a fraction of the theoretical maximum amount of product (1.0 means a 100% yield; for example, 0.34 means a 34% yield). From a dataset of Reaction yield outcomes from USPTO patents with 853,638 reactions. (1) The reactants are [C:1]([C:5]1[CH:31]=[CH:30][C:8]([C:9]([NH:11][C:12]2[CH:28]=[C:27]([NH2:29])[CH:26]=[CH:25][C:13]=2[C:14]([NH:16][C:17]2[CH:22]=[CH:21][C:20]([O:23][CH3:24])=[CH:19][CH:18]=2)=[O:15])=[O:10])=[CH:7][CH:6]=1)([CH3:4])([CH3:3])[CH3:2].[C:32](Cl)(=[O:34])[CH3:33]. No catalyst specified. The product is [C:1]([C:5]1[CH:31]=[CH:30][C:8]([C:9]([NH:11][C:12]2[CH:28]=[C:27]([NH:29][C:32](=[O:34])[CH3:33])[CH:26]=[CH:25][C:13]=2[C:14]([NH:16][C:17]2[CH:22]=[CH:21][C:20]([O:23][CH3:24])=[CH:19][CH:18]=2)=[O:15])=[O:10])=[CH:7][CH:6]=1)([CH3:4])([CH3:2])[CH3:3]. The yield is 0.720. (2) The reactants are [C:1]1([CH:7]=[CH:8][CH2:9][OH:10])[CH:6]=[CH:5][CH:4]=[CH:3][CH:2]=1.O. The catalyst is C(OCC)(=O)C. The product is [C:1]1([CH2:7][CH2:8][CH2:9][OH:10])[CH:6]=[CH:5][CH:4]=[CH:3][CH:2]=1. The yield is 0.950. (3) The reactants are [NH2:1][C:2]1[NH:6][N:5]=[C:4]([CH3:7])[C:3]=1[C:8]1[S:9][C:10]2[CH:16]=[C:15]([S:17](Cl)(=[O:19])=[O:18])[CH:14]=[CH:13][C:11]=2[N:12]=1.[CH3:21][N:22]([CH3:27])[CH2:23][CH2:24][CH2:25][NH2:26].CN1CCOCC1. The catalyst is CO. The product is [CH3:21][N:22]([CH3:27])[CH2:23][CH2:24][CH2:25][NH:26][S:17]([C:15]1[CH:14]=[CH:13][C:11]2[N:12]=[C:8]([C:3]3[C:4]([CH3:7])=[N:5][NH:6][C:2]=3[NH2:1])[S:9][C:10]=2[CH:16]=1)(=[O:19])=[O:18]. The yield is 0.0200.